Dataset: Reaction yield outcomes from USPTO patents with 853,638 reactions. Task: Predict the reaction yield, written as a fraction of the theoretical maximum amount of product (1.0 means a 100% yield; for example, 0.34 means a 34% yield). (1) The yield is 0.980. The product is [CH3:1][C:2]1[O:6][N:5]=[C:4]([C:7]2[CH:8]=[CH:9][CH:10]=[CH:11][CH:12]=2)[C:3]=1[CH2:13][O:14][C:15]1[N:16]=[CH:17][C:18]([C:19]([N:24]2[CH2:28][CH2:27][CH2:26][CH2:25]2)=[O:21])=[CH:22][CH:23]=1. No catalyst specified. The reactants are [CH3:1][C:2]1[O:6][N:5]=[C:4]([C:7]2[CH:12]=[CH:11][CH:10]=[CH:9][CH:8]=2)[C:3]=1[CH2:13][O:14][C:15]1[CH:23]=[CH:22][C:18]([C:19]([OH:21])=O)=[CH:17][N:16]=1.[NH:24]1[CH2:28][CH2:27][CH2:26][CH2:25]1. (2) The reactants are [N:1]1([CH:15]2[CH2:20][CH2:19][NH:18][CH2:17][CH2:16]2)[CH2:6][CH2:5][CH2:4][C@@H:3]([C:7]([N:9]2[CH2:14][CH2:13][O:12][CH2:11][CH2:10]2)=[O:8])[CH2:2]1.[F:21][C:22]([F:47])([F:46])[C:23]1[CH:24]=[C:25]2[C:30](=[CH:31][CH:32]=1)[N:29]=[C:28]([C:33]1[CH:38]=[CH:37][C:36]([C:39]([F:42])([F:41])[F:40])=[CH:35][CH:34]=1)[CH:27]=[C:26]2[C:43](O)=[O:44].O.ON1C2C=CC=CC=2N=N1.C(N(C(C)C)CC)(C)C. The catalyst is ClCCl. The product is [N:9]1([C:7]([C@@H:3]2[CH2:4][CH2:5][CH2:6][N:1]([CH:15]3[CH2:20][CH2:19][N:18]([C:43]([C:26]4[C:25]5[C:30](=[CH:31][CH:32]=[C:23]([C:22]([F:21])([F:46])[F:47])[CH:24]=5)[N:29]=[C:28]([C:33]5[CH:38]=[CH:37][C:36]([C:39]([F:42])([F:40])[F:41])=[CH:35][CH:34]=5)[CH:27]=4)=[O:44])[CH2:17][CH2:16]3)[CH2:2]2)=[O:8])[CH2:10][CH2:11][O:12][CH2:13][CH2:14]1. The yield is 0.230. (3) The reactants are [CH2:1]([N:8]1[C:16]2[C:11](=[CH:12][CH:13]=[C:14]([C:17]3[CH:22]=[CH:21][CH:20]=[CH:19][CH:18]=3)[CH:15]=2)[CH:10]=[CH:9]1)[C:2]1[CH:7]=[CH:6][CH:5]=[CH:4][CH:3]=1.[C:23](Cl)(=[O:27])[C:24](Cl)=[O:25].[CH2:29]([OH:31])[CH3:30]. No catalyst specified. The product is [CH2:1]([N:8]1[C:16]2[C:11](=[CH:12][CH:13]=[C:14]([C:17]3[CH:22]=[CH:21][CH:20]=[CH:19][CH:18]=3)[CH:15]=2)[C:10]([C:23](=[O:27])[C:24]([O:31][CH2:29][CH3:30])=[O:25])=[CH:9]1)[C:2]1[CH:3]=[CH:4][CH:5]=[CH:6][CH:7]=1. The yield is 0.770. (4) The reactants are [CH3:1][O:2][C:3](=[O:15])[C:4]1[CH:9]=[CH:8][C:7]([OH:10])=[CH:6][C:5]=1[C:11]([F:14])([F:13])[F:12].[Na+].[I-].C([O-])([O-])=O.[K+].[K+].Br[CH2:25][CH:26]1[CH2:28][CH2:27]1. The catalyst is CC(C)=O. The product is [CH3:1][O:2][C:3](=[O:15])[C:4]1[CH:9]=[CH:8][C:7]([O:10][CH2:25][CH:26]2[CH2:28][CH2:27]2)=[CH:6][C:5]=1[C:11]([F:13])([F:12])[F:14]. The yield is 0.920.